From a dataset of Catalyst prediction with 721,799 reactions and 888 catalyst types from USPTO. Predict which catalyst facilitates the given reaction. (1) Reactant: [C:1]([O:5][C:6]([NH:8][CH2:9][C:10]1[N:11]([CH2:32][CH:33]([CH3:35])[CH3:34])[C:12](=[O:31])[C:13]2[C:18]([C:19]=1[C:20]1[CH:25]=[CH:24][C:23]([CH3:26])=[CH:22][CH:21]=1)=[CH:17][C:16]([C:27]([O:29]C)=[O:28])=[CH:15][CH:14]=2)=[O:7])([CH3:4])([CH3:3])[CH3:2].CO.[OH-].[Na+].Cl. Product: [C:1]([O:5][C:6]([NH:8][CH2:9][C:10]1[N:11]([CH2:32][CH:33]([CH3:35])[CH3:34])[C:12](=[O:31])[C:13]2[C:18]([C:19]=1[C:20]1[CH:21]=[CH:22][C:23]([CH3:26])=[CH:24][CH:25]=1)=[CH:17][C:16]([C:27]([OH:29])=[O:28])=[CH:15][CH:14]=2)=[O:7])([CH3:2])([CH3:4])[CH3:3]. The catalyst class is: 30. (2) Reactant: [Br:1][C:2]1[N:7]=[C:6]([N+:8]([O-:10])=[O:9])[C:5]([OH:11])=[C:4]([CH3:12])[CH:3]=1.C([O-])([O-])=O.[K+].[K+].Br[CH2:20][C:21]([O:23][CH2:24][CH3:25])=[O:22].O. Product: [Br:1][C:2]1[N:7]=[C:6]([N+:8]([O-:10])=[O:9])[C:5]([O:11][CH2:20][C:21]([O:23][CH2:24][CH3:25])=[O:22])=[C:4]([CH3:12])[CH:3]=1. The catalyst class is: 16. (3) Reactant: C(OC(=O)[NH:7][C:8]1[CH:13]=[C:12]([N:14]2[CH2:18][CH2:17][CH2:16][CH2:15]2)[C:11]([CH3:19])=[CH:10][C:9]=1[NH:20][C:21](=[O:37])[CH2:22][C:23]([C:25]1[CH:30]=[CH:29][CH:28]=[C:27]([C:31]2[O:35][N:34]=[C:33]([CH3:36])[CH:32]=2)[CH:26]=1)=O)(C)(C)C.C(O)(C(F)(F)F)=O. Product: [CH3:19][C:11]1[C:12]([N:14]2[CH2:18][CH2:17][CH2:16][CH2:15]2)=[CH:13][C:8]2[N:7]=[C:23]([C:25]3[CH:30]=[CH:29][CH:28]=[C:27]([C:31]4[O:35][N:34]=[C:33]([CH3:36])[CH:32]=4)[CH:26]=3)[CH2:22][C:21](=[O:37])[NH:20][C:9]=2[CH:10]=1. The catalyst class is: 2. (4) Reactant: Cl.[C:2]1([NH:8]N)[CH:7]=[CH:6][CH:5]=[CH:4][CH:3]=1.Cl.[CH2:11]([N:13]1[CH2:18][CH2:17][C:16](=O)[CH2:15][CH2:14]1)[CH3:12]. Product: [CH2:11]([N:13]1[CH2:18][CH2:17][C:16]2[NH:8][C:2]3[CH:7]=[CH:6][CH:5]=[CH:4][C:3]=3[C:15]=2[CH2:14]1)[CH3:12]. The catalyst class is: 14. (5) Reactant: Cl[CH:2]1[CH2:7][CH2:6][CH2:5][CH2:4][CH2:3]1.C1C=CC=CC=1.[Li].CC(C)([O-])C.[K+].C1(C2C=CC=CC=2)C=CC=CC=1.[C:33](=[O:35])=[O:34]. Product: [C:33]([OH:35])(=[O:34])[C:2]1[CH:7]=[CH:6][CH:5]=[CH:4][CH:3]=1. The catalyst class is: 1. (6) Reactant: [C:1]([O:5][C:6](=[O:26])[NH:7][S:8]([CH2:11]P(C1C=CC=CC=1)(C1C=CC=CC=1)=O)(=[O:10])=[O:9])([CH3:4])([CH3:3])[CH3:2].C([Li])CCC.CCCCCC.[Si:38]([O:45][C@H:46]1[CH2:50][C@H:49]([N:51]2[C:55]3[N:56]=[CH:57][N:58]=[C:59]([NH:60][C@@H:61]4[C:69]5[C:64](=[CH:65][CH:66]=[CH:67][CH:68]=5)[CH2:63][CH2:62]4)[C:54]=3[CH:53]=[CH:52]2)[CH2:48][C@H:47]1[CH:70]=O)([C:41]([CH3:44])([CH3:43])[CH3:42])([CH3:40])[CH3:39]. Product: [C:1]([O:5][C:6](=[O:26])[NH:7][S:8](/[CH:11]=[CH:70]/[C@@H:47]1[CH2:48][C@@H:49]([N:51]2[C:55]3[N:56]=[CH:57][N:58]=[C:59]([NH:60][C@@H:61]4[C:69]5[C:64](=[CH:65][CH:66]=[CH:67][CH:68]=5)[CH2:63][CH2:62]4)[C:54]=3[CH:53]=[CH:52]2)[CH2:50][C@@H:46]1[O:45][Si:38]([C:41]([CH3:43])([CH3:44])[CH3:42])([CH3:39])[CH3:40])(=[O:10])=[O:9])([CH3:4])([CH3:3])[CH3:2]. The catalyst class is: 1.